This data is from Full USPTO retrosynthesis dataset with 1.9M reactions from patents (1976-2016). The task is: Predict the reactants needed to synthesize the given product. (1) The reactants are: CN(C)C=O.Cl[C:7]1[CH:12]=[C:11]([O:13][CH2:14][C:15]#[C:16][CH3:17])[N:10]=[CH:9][N:8]=1.C(=O)([O-])[O-].[NH:22]1[CH2:27][CH2:26][CH2:25][CH2:24][CH2:23]1. Given the product [CH2:14]([O:13][C:11]1[CH:12]=[C:7]([N:22]2[CH2:27][CH2:26][CH2:25][CH2:24][CH2:23]2)[N:8]=[CH:9][N:10]=1)[C:15]#[C:16][CH3:17], predict the reactants needed to synthesize it. (2) Given the product [F:14][C:11]1[CH:12]=[CH:13][C:8]([N:7]([CH2:6][C:5]2[CH:18]=[CH:19][C:2]([C:21]3[CH:28]=[CH:27][C:24]([CH:25]=[O:26])=[CH:23][CH:22]=3)=[CH:3][CH:4]=2)[CH:15]([CH3:17])[CH3:16])=[CH:9][CH:10]=1, predict the reactants needed to synthesize it. The reactants are: Br[C:2]1[CH:19]=[CH:18][C:5]([CH2:6][N:7]([CH:15]([CH3:17])[CH3:16])[C:8]2[CH:13]=[CH:12][C:11]([F:14])=[CH:10][CH:9]=2)=[CH:4][CH:3]=1.Br[C:21]1[CH:28]=[CH:27][C:24]([CH:25]=[O:26])=[CH:23][CH:22]=1.OCC1SC(B(O)O)=CC=1.